This data is from Catalyst prediction with 721,799 reactions and 888 catalyst types from USPTO. The task is: Predict which catalyst facilitates the given reaction. (1) Reactant: [NH2:1][C:2]1[CH:3]=[C:4]2[C:9](=[CH:10][CH:11]=1)[N:8]=[CH:7][C:6]([C:12]#[N:13])=[C:5]2[NH:14][CH:15]1[CH2:21][CH2:20][CH2:19][CH2:18][CH2:17][CH2:16]1.[CH3:22][N:23]1[CH:27]=[CH:26][N:25]=[C:24]1[CH:28]=O.[BH3-]C#N.[Na+]. Product: [CH:15]1([NH:14][C:5]2[C:4]3[C:9](=[CH:10][CH:11]=[C:2]([NH:1][CH2:28][C:24]4[N:23]([CH3:22])[CH:27]=[CH:26][N:25]=4)[CH:3]=3)[N:8]=[CH:7][C:6]=2[C:12]#[N:13])[CH2:16][CH2:17][CH2:18][CH2:19][CH2:20][CH2:21]1. The catalyst class is: 14. (2) Reactant: [Br:1][C:2]1[CH:3]2[CH2:11][CH:6]([C:7](Br)(Br)[CH:8]=1)[CH2:5][CH2:4]2.C(#N)C.S(=O)(=O)(O)[OH:16].[OH-].[Na+]. Product: [Br:1][C:2]1[CH:3]2[CH2:11][CH:6]([CH2:5][CH2:4]2)[C:7](=[O:16])[CH:8]=1. The catalyst class is: 159.